Dataset: Full USPTO retrosynthesis dataset with 1.9M reactions from patents (1976-2016). Task: Predict the reactants needed to synthesize the given product. (1) Given the product [CH3:1][O:2][C:3]1[CH:8]=[CH:7][CH:6]=[CH:5][C:4]=1[N:9]1[CH2:14][CH2:13][N:12]([CH2:23][C:22]([NH:18][C:19]2[CH:20]=[CH:32][CH:31]=[C:30]([CH3:36])[CH:21]=2)=[O:26])[CH2:11][CH2:10]1, predict the reactants needed to synthesize it. The reactants are: [CH3:1][O:2][C:3]1[CH:8]=[CH:7][CH:6]=[CH:5][C:4]=1[N:9]1[CH2:14][CH2:13][NH:12][CH2:11][CH2:10]1.C([N:18]([CH2:22][CH3:23])[CH:19]([CH3:21])[CH3:20])(C)C.C(OCC)(=[O:26])C.[C:30]1([CH3:36])C=CC=[CH:32][CH:31]=1. (2) Given the product [Cl:10][C:11]1[N:16]=[C:15]([NH:1][C:2]([CH3:9])([CH2:7][CH3:8])[C:3]([O:5][CH3:6])=[O:4])[CH:14]=[CH:13][N:12]=1, predict the reactants needed to synthesize it. The reactants are: [NH2:1][C:2]([CH3:9])([CH2:7][CH3:8])[C:3]([O:5][CH3:6])=[O:4].[Cl:10][C:11]1[N:16]=[C:15](Cl)[CH:14]=[CH:13][N:12]=1.CN1C(=O)CCC1. (3) Given the product [Cl:19][C:3]1[CH:8]=[C:7]([CH2:9][C:10]2[CH:15]=[CH:14][C:13]([NH2:16])=[CH:12][CH:11]=2)[CH:6]=[CH:5][N:4]=1, predict the reactants needed to synthesize it. The reactants are: FC(F)(F)[C:3]1[CH:8]=[C:7]([CH2:9][C:10]2[CH:15]=[CH:14][C:13]([NH2:16])=[CH:12][CH:11]=2)[CH:6]=[CH:5][N:4]=1.[Cl:19]C1C=C([N+]([O-])=O)C=CN=1. (4) Given the product [Cl:1][C:2]1[C:10]2[N:9](/[CH:11]=[C:12](/[C:15]3[CH:20]=[CH:19][N:18]=[CH:17][CH:16]=3)\[CH3:13])[C:8]3[CH2:21][CH2:22][N:23]([CH3:25])[CH2:24][C:7]=3[C:6]=2[CH:5]=[CH:4][CH:3]=1, predict the reactants needed to synthesize it. The reactants are: [Cl:1][C:2]1[C:10]2[N:9]([CH2:11][C:12]([C:15]3[CH:20]=[CH:19][N:18]=[CH:17][CH:16]=3)(O)[CH3:13])[C:8]3[CH2:21][CH2:22][N:23]([CH3:25])[CH2:24][C:7]=3[C:6]=2[CH:5]=[CH:4][CH:3]=1.[OH-].[K+]. (5) Given the product [Br:1][C:2]1[CH:3]=[C:4]2[C:9](=[CH:10][CH:11]=1)[N:8]=[C:7]([CH3:12])[C:6]([CH2:13][C:14]1[CH:19]=[CH:18][C:17]([C:20]([F:23])([F:22])[F:21])=[CH:16][CH:15]=1)=[C:5]2[Cl:27], predict the reactants needed to synthesize it. The reactants are: [Br:1][C:2]1[CH:3]=[C:4]2[C:9](=[CH:10][CH:11]=1)[N:8]=[C:7]([CH3:12])[C:6]([CH2:13][C:14]1[CH:19]=[CH:18][C:17]([C:20]([F:23])([F:22])[F:21])=[CH:16][CH:15]=1)=[C:5]2O.P(Cl)(Cl)([Cl:27])=O. (6) Given the product [OH:21][NH:20][C:16](=[NH:17])[C:15]1[CH:14]=[CH:13][C:12]([C:7]2[CH:6]=[CH:5][C:4]3[C:9](=[CH:10][CH:11]=[C:2]([OH:1])[CH:3]=3)[N:8]=2)=[CH:19][CH:18]=1, predict the reactants needed to synthesize it. The reactants are: [OH:1][C:2]1[CH:3]=[C:4]2[C:9](=[CH:10][CH:11]=1)[N:8]=[C:7]([C:12]1[CH:19]=[CH:18][C:15]([C:16]#[N:17])=[CH:14][CH:13]=1)[CH:6]=[CH:5]2.[NH2:20][OH:21].Cl. (7) Given the product [F:1][C:2]1[CH:40]=[C:39]([NH:41][C:42](=[O:56])[CH2:43][C:44]2[CH:49]=[CH:48][C:47]([O:50][CH3:51])=[CH:46][C:45]=2[C:52]([F:55])([F:53])[F:54])[CH:38]=[CH:37][C:3]=1[C:4]([N:6]([CH2:32][C:33]([OH:35])=[O:34])[CH2:7][C:8]1[CH:13]=[CH:12][C:11]([C:14]2[N:18]=[C:17]([C:19]3[CH:20]=[CH:21][C:22]([C:25]4[CH:26]=[CH:27][C:28]([CH3:31])=[CH:29][CH:30]=4)=[CH:23][CH:24]=3)[O:16][N:15]=2)=[CH:10][CH:9]=1)=[O:5], predict the reactants needed to synthesize it. The reactants are: [F:1][C:2]1[CH:40]=[C:39]([NH:41][C:42](=[O:56])[CH2:43][C:44]2[CH:49]=[CH:48][C:47]([O:50][CH3:51])=[CH:46][C:45]=2[C:52]([F:55])([F:54])[F:53])[CH:38]=[CH:37][C:3]=1[C:4]([N:6]([CH2:32][C:33]([O:35]C)=[O:34])[CH2:7][C:8]1[CH:13]=[CH:12][C:11]([C:14]2[N:18]=[C:17]([C:19]3[CH:24]=[CH:23][C:22]([C:25]4[CH:30]=[CH:29][C:28]([CH3:31])=[CH:27][CH:26]=4)=[CH:21][CH:20]=3)[O:16][N:15]=2)=[CH:10][CH:9]=1)=[O:5].CO.[Li+].[OH-].